The task is: Predict which catalyst facilitates the given reaction.. This data is from Catalyst prediction with 721,799 reactions and 888 catalyst types from USPTO. (1) Reactant: [N:1]1[CH:2]=[CH:3][N:4]2[CH:9]=[CH:8][CH:7]=[C:6]([C:10](OC)=[O:11])[C:5]=12.CC(C[AlH]CC(C)C)C. Product: [N:1]1[CH:2]=[CH:3][N:4]2[CH:9]=[CH:8][CH:7]=[C:6]([CH:10]=[O:11])[C:5]=12. The catalyst class is: 11. (2) Reactant: [CH3:1][O:2][C:3]1[CH:4]=[C:5]2[C:10](=[CH:11][C:12]=1[O:13][CH3:14])[N:9]=[CH:8][N:7]=[C:6]2[CH:15]1[CH2:20][CH2:19][NH:18][CH2:17][CH2:16]1.[N+](C1C=CC([O:30][C:31](=O)[NH:32][C:33]2[CH:34]=[N:35][C:36]([O:39][CH:40]3[CH2:43][CH2:42][CH2:41]3)=[CH:37][CH:38]=2)=CC=1)([O-])=O.C(Cl)Cl. Product: [CH:40]1([O:39][C:36]2[N:35]=[CH:34][C:33]([NH:32][C:31]([N:18]3[CH2:19][CH2:20][CH:15]([C:6]4[C:5]5[C:10](=[CH:11][C:12]([O:13][CH3:14])=[C:3]([O:2][CH3:1])[CH:4]=5)[N:9]=[CH:8][N:7]=4)[CH2:16][CH2:17]3)=[O:30])=[CH:38][CH:37]=2)[CH2:41][CH2:42][CH2:43]1. The catalyst class is: 21.